The task is: Predict the product of the given reaction.. This data is from Forward reaction prediction with 1.9M reactions from USPTO patents (1976-2016). (1) Given the reactants C[Si]([NH-])(C)C.[Li+].[CH3:7][O:8][C:9]1[CH:14]=[C:13]([O:15][CH3:16])[CH:12]=[CH:11][C:10]=1[C:17]1[C:25]2[C:20](=[C:21]([C:26]([F:29])([F:28])[F:27])[CH:22]=[CH:23][CH:24]=2)[NH:19][N:18]=1.[CH2:30](Br)[CH:31]=[CH2:32].C(O)C, predict the reaction product. The product is: [CH2:32]([N:19]1[C:20]2[C:25](=[CH:24][CH:23]=[CH:22][C:21]=2[C:26]([F:29])([F:28])[F:27])[C:17]([C:10]2[CH:11]=[CH:12][C:13]([O:15][CH3:16])=[CH:14][C:9]=2[O:8][CH3:7])=[N:18]1)[CH:31]=[CH2:30]. (2) Given the reactants [ClH:1].[NH2:2][C@@H:3]1[CH2:8][CH2:7][CH2:6][N:5]([C:9]([C:11]2[CH:34]=[CH:33][C:14]3[N:15]([CH3:32])[C:16]([C:18]4[N:26]([CH2:27][C:28]([F:31])([F:30])[F:29])[C:21]5=[N:22][CH:23]=[CH:24][CH:25]=[C:20]5[CH:19]=4)=[N:17][C:13]=3[CH:12]=2)=[O:10])[CH2:4]1, predict the reaction product. The product is: [ClH:1].[NH2:2][C@@H:3]1[CH2:8][CH2:7][CH2:6][N:5]([C:9]([C:11]2[CH:34]=[CH:33][C:14]3[N:15]([CH3:32])[C:16]([C:18]4[N:26]([CH2:27][C:28]([F:31])([F:30])[F:29])[C:21]5=[N:22][CH:23]=[CH:24][CH:25]=[C:20]5[CH:19]=4)=[N:17][C:13]=3[CH:12]=2)=[O:10])[CH2:4]1. (3) Given the reactants [Br:1][C:2]1[S:6][C:5]([C:7]([OH:9])=O)=[N:4][C:3]=1[C:10]1[CH:15]=[CH:14][CH:13]=[CH:12][CH:11]=1.[CH2:16]([O:20][C:21]([N:23]1[CH2:28][CH2:27][N:26]([C:29](=[O:41])[C@@H:30]([NH2:40])[CH2:31][CH2:32][C:33]([O:35][C:36]([CH3:39])([CH3:38])[CH3:37])=[O:34])[CH2:25][CH2:24]1)=[O:22])[CH2:17][CH2:18][CH3:19], predict the reaction product. The product is: [CH2:16]([O:20][C:21]([N:23]1[CH2:28][CH2:27][N:26]([C:29](=[O:41])[C@@H:30]([NH:40][C:7]([C:5]2[S:6][C:2]([Br:1])=[C:3]([C:10]3[CH:15]=[CH:14][CH:13]=[CH:12][CH:11]=3)[N:4]=2)=[O:9])[CH2:31][CH2:32][C:33]([O:35][C:36]([CH3:39])([CH3:38])[CH3:37])=[O:34])[CH2:25][CH2:24]1)=[O:22])[CH2:17][CH2:18][CH3:19].